Dataset: Forward reaction prediction with 1.9M reactions from USPTO patents (1976-2016). Task: Predict the product of the given reaction. Given the reactants [OH:1][C:2]1[CH:9]=[C:8]([CH2:10][O:11][C:12]2[CH:17]=[CH:16][C:15]([CH2:18][CH2:19][CH3:20])=[CH:14][C:13]=2[O:21][CH3:22])[CH:7]=[CH:6][C:3]=1[CH:4]=O.C([O-])([O-])=O.[K+].[K+].[CH:29]([CH:31]=[CH2:32])=[O:30], predict the reaction product. The product is: [CH3:22][O:21][C:13]1[CH:14]=[C:15]([CH2:18][CH2:19][CH3:20])[CH:16]=[CH:17][C:12]=1[O:11][CH2:10][C:8]1[CH:9]=[C:2]2[C:3]([CH:4]=[C:31]([CH:29]=[O:30])[CH2:32][O:1]2)=[CH:6][CH:7]=1.